This data is from Full USPTO retrosynthesis dataset with 1.9M reactions from patents (1976-2016). The task is: Predict the reactants needed to synthesize the given product. (1) The reactants are: [CH2:1]([N:8](C)[C@@H:9]1[CH2:14][CH2:13][N:12]([CH2:15][CH2:16][C:17]2[CH:22]=[CH:21][C:20]([F:23])=[CH:19][CH:18]=2)[CH2:11][C@H:10]1[CH2:24][NH:25][C:26]([NH:28][C:29]1[CH:34]=[C:33]([C:35]2[N:39]([CH3:40])[N:38]=[N:37][N:36]=2)[CH:32]=[C:31]([CH2:41][CH3:42])[CH:30]=1)=[O:27])C1C=CC=CC=1. Given the product [CH3:1][NH:8][C@@H:9]1[CH2:14][CH2:13][N:12]([CH2:15][CH2:16][C:17]2[CH:22]=[CH:21][C:20]([F:23])=[CH:19][CH:18]=2)[CH2:11][C@H:10]1[CH2:24][NH:25][C:26]([NH:28][C:29]1[CH:34]=[C:33]([C:35]2[N:39]([CH3:40])[N:38]=[N:37][N:36]=2)[CH:32]=[C:31]([CH2:41][CH3:42])[CH:30]=1)=[O:27], predict the reactants needed to synthesize it. (2) Given the product [CH3:24][N:23]([CH3:25])[C:21](=[O:22])[CH:20]([N:12]1[C:13](=[O:16])[CH2:14][CH2:15][N:9]([C:5]2[CH:6]=[CH:7][CH:8]=[C:3]([C:2]([F:1])([F:17])[F:18])[CH:4]=2)[CH2:10][CH2:11]1)[CH2:26][CH2:27][CH2:28][Br:29], predict the reactants needed to synthesize it. The reactants are: [F:1][C:2]([F:18])([F:17])[C:3]1[CH:4]=[C:5]([N:9]2[CH2:15][CH2:14][C:13](=[O:16])[NH:12][CH2:11][CH2:10]2)[CH:6]=[CH:7][CH:8]=1.Br[CH:20]([CH2:26][CH2:27][CH2:28][Br:29])[C:21]([N:23]([CH3:25])[CH3:24])=[O:22]. (3) Given the product [NH2:17][C@H:13]([C:14]([OH:16])=[O:15])[CH2:12][CH2:11][CH2:10][CH2:9][NH2:8], predict the reactants needed to synthesize it. The reactants are: CC(OC([NH:8][CH2:9][CH2:10][CH2:11][CH2:12][C@H:13]([NH2:17])[C:14]([OH:16])=[O:15])=O)(C)C.C(O)(C(F)(F)F)=O. (4) Given the product [F:1][C:2]1[CH:25]=[CH:24][CH:23]=[CH:22][C:3]=1[CH2:4][C:5]1([CH2:18][OH:19])[CH2:10][CH2:9][CH2:8][N:7]([C:11]([O:13][C:14]([CH3:17])([CH3:15])[CH3:16])=[O:12])[CH2:6]1, predict the reactants needed to synthesize it. The reactants are: [F:1][C:2]1[CH:25]=[CH:24][CH:23]=[CH:22][C:3]=1[CH2:4][C:5]1([C:18](OC)=[O:19])[CH2:10][CH2:9][CH2:8][N:7]([C:11]([O:13][C:14]([CH3:17])([CH3:16])[CH3:15])=[O:12])[CH2:6]1.[H-].[Al+3].[Li+].[H-].[H-].[H-]. (5) Given the product [N+:9]([C:12]1[CH:17]=[CH:16][C:15]([C:18]([OH:8])=[O:7])=[C:14]([S:19]([OH:22])(=[O:20])=[O:21])[CH:13]=1)([O-:11])=[O:10], predict the reactants needed to synthesize it. The reactants are: [O-][Mn](=O)(=O)=O.[K+].[OH2:7].[OH2:8].[N+:9]([C:12]1[CH:13]=[C:14]([S:19]([OH:22])(=[O:21])=[O:20])[C:15]([CH3:18])=[CH:16][CH:17]=1)([O-:11])=[O:10].Cl. (6) Given the product [CH3:24][O:23][C:19](=[O:22])[CH2:20][S:21][C:4]1[C:5]([CH:9]=[O:10])=[C:6]([Cl:8])[N:7]=[C:2]([NH2:1])[N:3]=1, predict the reactants needed to synthesize it. The reactants are: [NH2:1][C:2]1[N:7]=[C:6]([Cl:8])[C:5]([CH:9]=[O:10])=[C:4](Cl)[N:3]=1.C(N(CC)CC)C.[C:19]([O:23][CH3:24])(=[O:22])[CH2:20][SH:21]. (7) Given the product [BrH:1].[Br:11][C:8]1[CH:9]=[CH:10][C:5]([C:3]2[N:21]=[C:18]3[CH:17]=[CH:16][C:15]([N+:12]([O-:14])=[O:13])=[CH:20][N:19]3[CH:2]=2)=[CH:6][CH:7]=1, predict the reactants needed to synthesize it. The reactants are: [Br:1][CH2:2][C:3]([C:5]1[CH:10]=[CH:9][C:8]([Br:11])=[CH:7][CH:6]=1)=O.[N+:12]([C:15]1[CH:16]=[CH:17][C:18]([NH2:21])=[N:19][CH:20]=1)([O-:14])=[O:13]. (8) Given the product [Cl:1][C:2]1[CH:7]=[C:6]([N:8]([NH:37][C:38]#[N:39])[CH2:9][S:10][CH3:41])[CH:5]=[C:4]([C:11]([F:12])([F:13])[F:14])[C:3]=1[C:15]1[CH:16]=[CH:17][C:18]([S:21]([CH:24]2[CH2:29][CH2:28][CH2:27][N:26]([C:30]([O:32][C:33]([CH3:36])([CH3:35])[CH3:34])=[O:31])[CH2:25]2)(=[O:23])=[O:22])=[CH:19][CH:20]=1, predict the reactants needed to synthesize it. The reactants are: [Cl:1][C:2]1[CH:7]=[C:6]([N:8]=[C:9]=[S:10])[CH:5]=[C:4]([C:11]([F:14])([F:13])[F:12])[C:3]=1[C:15]1[CH:20]=[CH:19][C:18]([S:21]([CH:24]2[CH2:29][CH2:28][CH2:27][N:26]([C:30]([O:32][C:33]([CH3:36])([CH3:35])[CH3:34])=[O:31])[CH2:25]2)(=[O:23])=[O:22])=[CH:17][CH:16]=1.[N:37]#[C:38][NH2:39].[Na].[CH3:41]O.CI. (9) Given the product [CH2:1]1[C:9]2[C:4](=[CH:5][CH:6]=[CH:7][CH:8]=2)[C:3]([CH2:10][CH2:11][N:13]2[CH2:14][CH2:15][CH:16]([NH2:19])[CH2:17][CH2:18]2)=[CH:2]1, predict the reactants needed to synthesize it. The reactants are: [CH2:1]1[C:9]2[C:4](=[CH:5][CH:6]=[CH:7][CH:8]=2)[C:3]([CH2:10][C:11]([N:13]2[CH2:18][CH2:17][C:16](=[N:19]O)[CH2:15][CH2:14]2)=O)=[CH:2]1.[H-].[Al+3].[Li+].[H-].[H-].[H-].O.[OH-].[Na+].